From a dataset of Forward reaction prediction with 1.9M reactions from USPTO patents (1976-2016). Predict the product of the given reaction. (1) Given the reactants Cl[C:2]1[N:7]=[CH:6][C:5]([CH2:8][C:9]2[CH:10]=[C:11]3[C:16](=[C:17]4[N:22]([CH3:23])[CH2:21][CH:20]=[CH:19][C:18]=24)[N:15]=[CH:14][N:13]([C@H:24]2[CH2:29][CH2:28][CH2:27][CH2:26][C@@H:25]2[OH:30])[C:12]3=[O:31])=[CH:4][CH:3]=1.C(=O)([O-])[O-].[Cs+].[Cs+].[CH3:38][N:39]1[CH:43]=[C:42](B2OC(C)(C)C(C)(C)O2)[CH:41]=[N:40]1, predict the reaction product. The product is: [OH:30][C@H:25]1[CH2:26][CH2:27][CH2:28][CH2:29][C@@H:24]1[N:13]1[C:12](=[O:31])[C:11]2[C:16](=[C:17]3[N:22]([CH3:23])[CH2:21][CH:20]=[CH:19][C:18]3=[C:9]([CH2:8][C:5]3[CH:6]=[N:7][C:2]([C:42]4[CH:41]=[N:40][N:39]([CH3:38])[CH:43]=4)=[CH:3][CH:4]=3)[CH:10]=2)[N:15]=[CH:14]1. (2) Given the reactants [NH2:1][CH2:2][CH2:3][O:4][CH2:5][CH2:6][OH:7].[H-].[Na+].[O:10]1[C:14]2[CH:15]=[CH:16][CH:17]=[CH:18][C:13]=2[CH:12]=[C:11]1[C:19]1[N:23]2[N:24]=[C:25](Cl)[CH:26]=[CH:27][C:22]2=[N:21][CH:20]=1, predict the reaction product. The product is: [O:10]1[C:14]2[CH:15]=[CH:16][CH:17]=[CH:18][C:13]=2[CH:12]=[C:11]1[C:19]1[N:23]2[N:24]=[C:25]([O:7][CH2:6][CH2:5][O:4][CH2:3][CH2:2][NH2:1])[CH:26]=[CH:27][C:22]2=[N:21][CH:20]=1. (3) Given the reactants [Cl:1][C:2]1[C:11]2[C:6](=[CH:7][C:8]([O:14][CH3:15])=[C:9]([O:12][CH3:13])[CH:10]=2)[N:5]=[CH:4][N:3]=1.C([O:20][C:21](=[O:37])[C:22]1[CH:27]=[CH:26][CH:25]=[C:24]([O:28][C:29]2[CH:34]=[CH:33][C:32]([NH2:35])=[CH:31][C:30]=2[CH3:36])[CH:23]=1)(C)(C)C, predict the reaction product. The product is: [ClH:1].[CH3:13][O:12][C:9]1[CH:10]=[C:11]2[C:6](=[CH:7][C:8]=1[O:14][CH3:15])[N:5]=[CH:4][N:3]=[C:2]2[NH:35][C:32]1[CH:33]=[CH:34][C:29]([O:28][C:24]2[CH:23]=[C:22]([CH:27]=[CH:26][CH:25]=2)[C:21]([OH:37])=[O:20])=[C:30]([CH3:36])[CH:31]=1. (4) Given the reactants C(O[C:4]1[C:5](=[O:17])[C:6](=[O:16])[C:7]=1[NH:8][C:9]1[CH:14]=[CH:13][CH:12]=[CH:11][C:10]=1[OH:15])C.[CH3:18][C:19]1[CH:25]=[CH:24][CH:23]=[CH:22][C:20]=1[NH2:21], predict the reaction product. The product is: [CH3:18][C:19]1[CH:25]=[CH:24][CH:23]=[CH:22][C:20]=1[NH:21][C:4]1[C:5](=[O:17])[C:6](=[O:16])[C:7]=1[NH:8][C:9]1[CH:14]=[CH:13][CH:12]=[CH:11][C:10]=1[OH:15]. (5) The product is: [F:3][C:4]1[CH:5]=[CH:6][C:7]([C:10]2[CH:14]=[CH:13][N:12]([CH2:15][C@@H:16]([NH:18][C:25](=[O:26])[C:24]3[CH:28]=[C:20]([CH3:19])[CH:21]=[CH:22][C:23]=3[N:29]3[N:33]=[CH:32][CH:31]=[N:30]3)[CH3:17])[N:11]=2)=[N:8][CH:9]=1. Given the reactants Cl.Cl.[F:3][C:4]1[CH:5]=[CH:6][C:7]([C:10]2[CH:14]=[CH:13][N:12]([CH2:15][C@@H:16]([NH2:18])[CH3:17])[N:11]=2)=[N:8][CH:9]=1.[CH3:19][C:20]1[CH:21]=[CH:22][C:23]([N:29]2[N:33]=[CH:32][CH:31]=[N:30]2)=[C:24]([CH:28]=1)[C:25](O)=[O:26], predict the reaction product.